This data is from Catalyst prediction with 721,799 reactions and 888 catalyst types from USPTO. The task is: Predict which catalyst facilitates the given reaction. Product: [Br:1][C:2]1[CH:13]=[N:12][C:5]2[NH:6][CH2:7][CH2:8][O:9][CH2:10][C:4]=2[CH:3]=1. Reactant: [Br:1][C:2]1[CH:13]=[N:12][C:5]2[NH:6][C:7](=O)[CH2:8][O:9][CH2:10][C:4]=2[CH:3]=1.[BH4-].[Na+].[NH4+].[Cl-].C([O-])(O)=O.[Na+]. The catalyst class is: 1.